From a dataset of Catalyst prediction with 721,799 reactions and 888 catalyst types from USPTO. Predict which catalyst facilitates the given reaction. (1) Reactant: CCN(C(C)C)C(C)C.Cl.Cl.[C:12]1([C:18]2[C:19]([N:33]3[CH2:38][CH2:37][NH:36][CH2:35][CH2:34]3)=[C:20]3[C:26]([O:27][CH2:28][C@@H:29]([OH:32])[CH2:30][OH:31])=[N:25][NH:24][C:21]3=[N:22][CH:23]=2)[CH:17]=[CH:16][CH:15]=[CH:14][CH:13]=1.[C:39]([O:43][C:44]([N:46]1CC[CH2:48][C@H:47]1[C@H:51]([C:55]1[CH:60]=[CH:59][C:58]([Cl:61])=[CH:57][CH:56]=1)C(O)=O)=[O:45])([CH3:42])([CH3:41])[CH3:40].CN(C([O:69]N1N=NC2C=CC=CC1=2)=[N+](C)C)C.[B-](F)(F)(F)F. Product: [Cl:61][C:58]1[CH:59]=[CH:60][C:55]([CH2:51][C@@H:47]([NH:46][C:44](=[O:45])[O:43][C:39]([CH3:42])([CH3:41])[CH3:40])[C:48]([N:36]2[CH2:35][CH2:34][N:33]([C:19]3[C:18]([C:12]4[CH:17]=[CH:16][CH:15]=[CH:14][CH:13]=4)=[CH:23][N:22]=[C:21]4[NH:24][N:25]=[C:26]([O:27][CH2:28][C@@H:29]([OH:32])[CH2:30][OH:31])[C:20]=34)[CH2:38][CH2:37]2)=[O:69])=[CH:56][CH:57]=1. The catalyst class is: 2. (2) Reactant: [CH3:1][N:2](C(ON1N=NC2C=CC=CC1=2)=[N+](C)C)C.[B-](F)(F)(F)F.C(N(CC)CC)C.[Cl:30][C:31]1[CH:36]=[CH:35][CH:34]=[C:33]([Cl:37])[C:32]=1[C:38]1[C:42]([CH2:43][O:44][C:45]2[N:50]=[C:49]([C:51]([F:54])([F:53])[F:52])[C:48]([N:55]([CH2:57][C:58]3[CH:66]=[CH:65][C:61]([C:62](O)=[O:63])=[CH:60][CH:59]=3)[CH3:56])=[CH:47][CH:46]=2)=[C:41]([CH:67]([CH3:69])[CH3:68])[O:40][N:39]=1.CC1(C)[O:75][CH:74](NC)[CH2:73][O:72]1. Product: [Cl:37][C:33]1[CH:34]=[CH:35][CH:36]=[C:31]([Cl:30])[C:32]=1[C:38]1[C:42]([CH2:43][O:44][C:45]2[N:50]=[C:49]([C:51]([F:52])([F:53])[F:54])[C:48]([N:55]([CH2:57][C:58]3[CH:66]=[CH:65][C:61]([C:62]([NH:2][CH2:1][CH:74]([OH:75])[CH2:73][OH:72])=[O:63])=[CH:60][CH:59]=3)[CH3:56])=[CH:47][CH:46]=2)=[C:41]([CH:67]([CH3:69])[CH3:68])[O:40][N:39]=1. The catalyst class is: 10. (3) Product: [Br:13][C:11]1[CH:10]=[CH:9][C:7]2[O:8][C:4]([CH2:1][CH3:2])=[CH:5][C:6]=2[CH:12]=1. Reactant: [C:1]([C:4]1[O:8][C:7]2[CH:9]=[CH:10][C:11]([Br:13])=[CH:12][C:6]=2[CH:5]=1)(=O)[CH3:2].O.NN.[OH-].[K+].C1(C)C=CC=CC=1. The catalyst class is: 746. (4) Reactant: [CH3:1][C@H:2]1[CH2:7][CH2:6][C@H:5]([C:8]([N:10]([CH:23]([CH3:25])[CH3:24])[C:11]2[CH:12]=[C:13](B(O)O)[S:14][C:15]=2[C:16]([O:18][CH3:19])=[O:17])=[O:9])[CH2:4][CH2:3]1.Br[C:27]1[CH:32]=[CH:31][C:30]([C:33]2[O:34][C:35]3[C:36]([N:41]=2)=[N:37][CH:38]=[CH:39][CH:40]=3)=[CH:29][CH:28]=1.[F-].[Cs+].COCCOC. Product: [CH3:1][CH:2]1[CH2:7][CH2:6][CH:5]([C:8]([N:10]([CH:23]([CH3:25])[CH3:24])[C:11]2[CH:12]=[C:13]([C:27]3[CH:32]=[CH:31][C:30]([C:33]4[O:34][C:35]5[C:36]([N:41]=4)=[N:37][CH:38]=[CH:39][CH:40]=5)=[CH:29][CH:28]=3)[S:14][C:15]=2[C:16]([O:18][CH3:19])=[O:17])=[O:9])[CH2:4][CH2:3]1. The catalyst class is: 103. (5) Reactant: [CH3:1][S:2](Cl)(=[O:4])=[O:3].[OH:6][CH2:7][CH2:8][O:9][C:10]1[CH:15]=[C:14]([CH3:16])[C:13]([C:17]2[CH:22]=[CH:21][C:20]([O:23][CH2:24][C:25]([O:27][CH2:28][CH3:29])=[O:26])=[CH:19][CH:18]=2)=[C:12]([CH3:30])[CH:11]=1.C(N(CC)CC)C.O. Product: [CH3:1][S:2]([O:6][CH2:7][CH2:8][O:9][C:10]1[CH:15]=[C:14]([CH3:16])[C:13]([C:17]2[CH:22]=[CH:21][C:20]([O:23][CH2:24][C:25]([O:27][CH2:28][CH3:29])=[O:26])=[CH:19][CH:18]=2)=[C:12]([CH3:30])[CH:11]=1)(=[O:4])=[O:3]. The catalyst class is: 124.